Task: Predict which catalyst facilitates the given reaction.. Dataset: Catalyst prediction with 721,799 reactions and 888 catalyst types from USPTO (1) Reactant: O1CCOCC1.[F:7][C:8](F)([CH2:20][C:21]([CH3:24])([CH3:23])[CH3:22])[CH2:9][O:10][C:11]1[CH:16]=[C:15]([CH3:17])[C:14]([NH2:18])=[CH:13][C:12]=1[CH3:19].CC(C)([O-])C.[K+]. Product: [F:7]/[C:8](=[CH:20]\[C:21]([CH3:24])([CH3:23])[CH3:22])/[CH2:9][O:10][C:11]1[CH:16]=[C:15]([CH3:17])[C:14]([NH2:18])=[CH:13][C:12]=1[CH3:19]. The catalyst class is: 6. (2) Reactant: [Cl:1](O)(=O)(=O)=O.C(OC([N:13]1[CH2:18][CH2:17][CH2:16][CH2:15][CH:14]1[CH2:19][CH2:20][CH2:21][C:22]([O:24][CH3:25])=[O:23])=O)(C)(C)C. Product: [ClH:1].[NH:13]1[CH2:18][CH2:17][CH2:16][CH2:15][CH:14]1[CH2:19][CH2:20][CH2:21][C:22]([O:24][CH3:25])=[O:23]. The catalyst class is: 38. (3) Reactant: [CH3:1][S:2][CH2:3][CH2:4][OH:5].[H-].[Na+].Cl[CH2:9][C:10]([OH:12])=[O:11].Cl.[Cl-].[Na+]. Product: [CH3:1][S:2][CH2:3][CH2:4][O:5][CH2:9][C:10]([OH:12])=[O:11]. The catalyst class is: 7. (4) Reactant: [Cl:1][C:2]1[CH:27]=[CH:26][C:5]([C:6]([NH:8][CH:9]([C:20]2[CH:25]=[CH:24][CH:23]=[CH:22][CH:21]=2)[CH2:10][CH2:11][NH:12]C(=O)OC(C)(C)C)=[O:7])=[CH:4][C:3]=1[NH:28][C:29]([C:31]1[C:42](=[O:43])[NH:41][C:34]2[N:35]=[C:36]([S:39][CH3:40])[N:37]=[CH:38][C:33]=2[CH:32]=1)=[O:30].Cl. Product: [NH2:12][CH2:11][CH2:10][CH:9]([NH:8][C:6]([C:5]1[CH:26]=[CH:27][C:2]([Cl:1])=[C:3]([NH:28][C:29]([C:31]2[C:42](=[O:43])[NH:41][C:34]3[N:35]=[C:36]([S:39][CH3:40])[N:37]=[CH:38][C:33]=3[CH:32]=2)=[O:30])[CH:4]=1)=[O:7])[C:20]1[CH:21]=[CH:22][CH:23]=[CH:24][CH:25]=1. The catalyst class is: 12. (5) Reactant: [CH:1]([N:14]1[CH2:17][CH:16]([OH:18])[CH:15]1[CH3:19])([C:8]1[CH:13]=[CH:12][CH:11]=[CH:10][CH:9]=1)[C:2]1[CH:7]=[CH:6][CH:5]=[CH:4][CH:3]=1.C(NC(C)C)(C)C.[CH3:27][S:28](Cl)(=[O:30])=[O:29].O. Product: [CH3:27][S:28]([O:18][CH:16]1[CH2:17][N:14]([CH:1]([C:8]2[CH:13]=[CH:12][CH:11]=[CH:10][CH:9]=2)[C:2]2[CH:3]=[CH:4][CH:5]=[CH:6][CH:7]=2)[CH:15]1[CH3:19])(=[O:30])=[O:29]. The catalyst class is: 4. (6) Reactant: C([O:8][C:9]1[CH:14]=[CH:13][C:12]([NH:15][C:16]([NH:18][C:19]2[CH:24]=[CH:23][C:22]([Cl:25])=[C:21]([C:26]([F:29])([F:28])[F:27])[CH:20]=2)=[O:17])=[CH:11][CH:10]=1)C1C=CC=CC=1. The catalyst class is: 403. Product: [Cl:25][C:22]1[CH:23]=[CH:24][C:19]([NH:18][C:16]([NH:15][C:12]2[CH:11]=[CH:10][C:9]([OH:8])=[CH:14][CH:13]=2)=[O:17])=[CH:20][C:21]=1[C:26]([F:27])([F:28])[F:29].